Dataset: Catalyst prediction with 721,799 reactions and 888 catalyst types from USPTO. Task: Predict which catalyst facilitates the given reaction. (1) Reactant: [N+:1]([C:4]1[CH:5]=[C:6]([S:10]([CH2:13][CH2:14][OH:15])(=[O:12])=[O:11])[CH:7]=[CH:8][CH:9]=1)([O-:3])=[O:2].[CH3:16][S:17](Cl)(=[O:19])=[O:18]. Product: [CH3:16][S:17]([O:15][CH2:14][CH2:13][S:10]([C:6]1[CH:7]=[CH:8][CH:9]=[C:4]([N+:1]([O-:3])=[O:2])[CH:5]=1)(=[O:12])=[O:11])(=[O:19])=[O:18]. The catalyst class is: 272. (2) Reactant: [CH2:1]=O.[NH2:3][C@H:4]1[CH2:9][CH2:8][CH2:7][N:6]([C:10]([O:12][C:13]([CH3:16])([CH3:15])[CH3:14])=[O:11])[CH2:5]1.[BH4-].[Na+]. Product: [CH3:1][NH:3][C@H:4]1[CH2:9][CH2:8][CH2:7][N:6]([C:10]([O:12][C:13]([CH3:16])([CH3:15])[CH3:14])=[O:11])[CH2:5]1. The catalyst class is: 5. (3) Reactant: [NH:1]([C:5]1[CH:10]=[CH:9][C:8]([OH:11])=[CH:7][CH:6]=1)[C:2]([CH3:4])=[O:3].[C:12](Cl)([Cl:14])=[O:13].C(N(CC)C1C=CC=CC=1)C. Product: [C:12]([Cl:14])(=[O:13])[O:11][C:8]1[CH:9]=[CH:10][C:5]([NH:1][C:2](=[O:3])[CH3:4])=[CH:6][CH:7]=1. The catalyst class is: 13. (4) Reactant: [Cl-:1].[NH4+:2].[H-].C([Al+]CC(C)C)C(C)C.[F:13][C:14]1[C:15]([C:20]#[N:21])=[N:16][CH:17]=[CH:18][CH:19]=1.CO. Product: [ClH:1].[F:13][C:14]1[C:15]([C:20](=[NH:2])[NH2:21])=[N:16][CH:17]=[CH:18][CH:19]=1. The catalyst class is: 11.